Dataset: Full USPTO retrosynthesis dataset with 1.9M reactions from patents (1976-2016). Task: Predict the reactants needed to synthesize the given product. (1) Given the product [CH3:22][CH:10]([CH2:11][CH2:12][CH2:13][CH:14]([CH3:21])[CH2:15][CH2:16][CH2:17][CH:18]([CH3:20])[CH3:19])[CH2:9][CH2:8][CH2:7][CH2:6][CH2:5][OH:4], predict the reactants needed to synthesize it. The reactants are: C([O:4][CH2:5][CH2:6][CH2:7][CH2:8][CH2:9][CH:10]([CH3:22])[CH2:11][CH2:12][CH2:13][CH:14]([CH3:21])[CH2:15][CH2:16][CH2:17][CH:18]([CH3:20])[CH3:19])(=O)C.[OH-].[K+]. (2) The reactants are: [NH2:1][C:2]1[C:3]([C:9]([NH:11][C:12]2[CH:13]=[N:14][CH:15]=[CH:16][C:17]=2[C@@H:18]2[CH2:23][C@H:22]([CH3:24])[C@@:21]([CH2:26][CH3:27])([OH:25])[C@H:20]([O:28][Si:29]([C:32]([CH3:35])([CH3:34])[CH3:33])([CH3:31])[CH3:30])[CH2:19]2)=[O:10])=[N:4][C:5](Br)=[CH:6][CH:7]=1.[CH3:36][C:37]1([CH3:53])[C:41]([CH3:43])([CH3:42])[O:40][B:39]([B:39]2[O:40][C:41]([CH3:43])([CH3:42])[C:37]([CH3:53])([CH3:36])[O:38]2)[O:38]1.C1(P(C2CCCCC2)C2CCCCC2)CCCCC1. Given the product [NH2:1][C:2]1[C:3]([C:9]([NH:11][C:12]2[CH:13]=[N:14][CH:15]=[CH:16][C:17]=2[C@@H:18]2[CH2:23][C@H:22]([CH3:24])[C@@:21]([CH2:26][CH3:27])([OH:25])[C@H:20]([O:28][Si:29]([C:32]([CH3:35])([CH3:34])[CH3:33])([CH3:31])[CH3:30])[CH2:19]2)=[O:10])=[N:4][C:5]([B:39]2[O:40][C:41]([CH3:43])([CH3:42])[C:37]([CH3:53])([CH3:36])[O:38]2)=[CH:6][CH:7]=1, predict the reactants needed to synthesize it. (3) Given the product [C:43]([O:42][C:40]([N:47]1[CH2:53][CH2:52][CH2:51][N:50]([C:20]([C:19]2[C:15]3[CH2:14][O:13][C:8]4[CH:9]=[C:10]([O:11][CH3:12])[C:5]([CH2:1][CH:2]([CH3:4])[CH3:3])=[CH:6][C:7]=4[C:16]=3[N:17]([C:23]3[CH:27]=[CH:26][S:25][CH:24]=3)[N:18]=2)=[O:21])[CH2:49][CH2:48]1)=[O:41])([CH3:46])([CH3:44])[CH3:45], predict the reactants needed to synthesize it. The reactants are: [CH2:1]([C:5]1[C:10]([O:11][CH3:12])=[CH:9][C:8]2[O:13][CH2:14][C:15]3[C:19]([C:20](O)=[O:21])=[N:18][N:17]([C:23]4[CH:27]=[CH:26][S:25][CH:24]=4)[C:16]=3[C:7]=2[CH:6]=1)[CH:2]([CH3:4])[CH3:3].C(Cl)Cl.C(N(CC)C(C)C)(C)C.[C:40]([N:47]1[CH2:53][CH2:52][CH2:51][NH:50][CH2:49][CH2:48]1)([O:42][C:43]([CH3:46])([CH3:45])[CH3:44])=[O:41].C(P1(=O)OP(=O)(CCC)OP(=O)(CCC)O1)CC. (4) Given the product [OH:21][NH:20][C:1](=[NH:2])[C:3]1[CH:11]=[CH:10][CH:9]=[C:8]2[C:4]=1[CH:5]=[CH:6][N:7]2[CH2:12][CH2:13][CH2:14][C:15]([O:17][CH2:18][CH3:19])=[O:16], predict the reactants needed to synthesize it. The reactants are: [C:1]([C:3]1[CH:11]=[CH:10][CH:9]=[C:8]2[C:4]=1[CH:5]=[CH:6][N:7]2[CH2:12][CH2:13][CH2:14][C:15]([O:17][CH2:18][CH3:19])=[O:16])#[N:2].[NH2:20][OH:21].Cl.C([O-])(O)=O.[Na+]. (5) Given the product [CH3:11][O:10][C:5]1[CH:6]=[C:7]([OH:9])[CH:8]=[C:3]([O:2][CH3:1])[C:4]=1[OH:12], predict the reactants needed to synthesize it. The reactants are: [CH3:1][O:2][C:3]1[C:4](=[O:12])[C:5]([O:10][CH3:11])=[CH:6][C:7](=[O:9])[CH:8]=1.[H][H]. (6) Given the product [F:1][C:2]1[CH:7]=[CH:6][C:5]([CH3:8])=[CH:4][C:3]=1[NH:9][C:10]([NH:12][C:13]1[CH:33]=[CH:32][C:16]([O:17][C:18]2[CH:23]=[CH:22][N:21]=[C:20]([C:24]3[CH:25]=[C:26]([C:29]([NH:72][CH2:71][C:70]([O:69][CH3:68])=[O:73])=[O:30])[S:27][CH:28]=3)[CH:19]=2)=[CH:15][CH:14]=1)=[O:11], predict the reactants needed to synthesize it. The reactants are: [F:1][C:2]1[CH:7]=[CH:6][C:5]([CH3:8])=[CH:4][C:3]=1[NH:9][C:10]([NH:12][C:13]1[CH:33]=[CH:32][C:16]([O:17][C:18]2[CH:23]=[CH:22][N:21]=[C:20]([C:24]3[CH:25]=[C:26]([C:29](O)=[O:30])[S:27][CH:28]=3)[CH:19]=2)=[CH:15][CH:14]=1)=[O:11].CN(C(ON1N=NC2C=CC=NC1=2)=[N+](C)C)C.F[P-](F)(F)(F)(F)F.C(N(CC)C(C)C)(C)C.Cl.[CH3:68][O:69][C:70](=[O:73])[CH2:71][NH2:72].Cl.